This data is from Full USPTO retrosynthesis dataset with 1.9M reactions from patents (1976-2016). The task is: Predict the reactants needed to synthesize the given product. (1) Given the product [Br:1][CH2:2][CH2:3][CH2:4][CH2:5][CH2:6][CH2:7][CH2:8][C:9]([Cl:14])=[O:11], predict the reactants needed to synthesize it. The reactants are: [Br:1][CH2:2][CH2:3][CH2:4][CH2:5][CH2:6][CH2:7][CH2:8][C:9]([OH:11])=O.S(Cl)([Cl:14])=O.CN(C=O)C. (2) Given the product [CH3:85][O:86][C:87](=[O:112])[NH:88][CH:89]([C:93]([N:95]1[CH2:99][CH2:98][CH2:97][CH:96]1[C:100]1[NH:101][C:102]([C:105]2[CH:110]=[CH:109][C:108]([C:71]3[CH:70]=[CH:69][C:68]([C:65]4[NH:64][C:63]([CH:62]5[CH:61]6[CH2:83][CH:58]([CH2:59][CH2:60]6)[N:57]5[C:55](=[O:56])[CH:51]([NH:50][C:49]([O:48][CH3:47])=[O:84])[CH:52]([CH3:54])[CH3:53])=[N:67][CH:66]=4)=[CH:73][CH:72]=3)=[CH:107][CH:106]=2)=[CH:103][N:104]=1)=[O:94])[CH:90]([CH3:92])[CH3:91], predict the reactants needed to synthesize it. The reactants are: C(OC(N1CCCC1C1NC(C2C=CC(C3C=CC(C4NC(C5CCN(C(OC(C)(C)C)=O)C5)=NC=4)=CC=3)=CC=2)=CN=1)=O)(C)(C)C.[CH3:47][O:48][C:49](=[O:84])[NH:50][CH:51]([C:55]([N:57]1[CH:62]([C:63]2[NH:64][C:65]([C:68]3[CH:73]=[CH:72][C:71](B4OC(C)(C)C(C)(C)O4)=[CH:70][CH:69]=3)=[CH:66][N:67]=2)[CH:61]2[CH2:83][CH:58]1[CH2:59][CH2:60]2)=[O:56])[CH:52]([CH3:54])[CH3:53].[CH3:85][O:86][C:87](=[O:112])[NH:88][CH:89]([C:93]([N:95]1[CH2:99][CH2:98][CH2:97][CH:96]1[C:100]1[NH:101][C:102]([C:105]2[CH:110]=[CH:109][C:108](Br)=[CH:107][CH:106]=2)=[CH:103][N:104]=1)=[O:94])[CH:90]([CH3:92])[CH3:91].C(OC(N1CCCC1C1NC(C2C=CC(B3OC(C)(C)C(C)(C)O3)=CC=2)=CN=1)=O)(C)(C)C.C(OC(N1CCC(C2NC(C3C=CC(Br)=CC=3)=CN=2)C1)=O)(C)(C)C. (3) Given the product [CH3:1][O:2][C:3]1[C:4]([NH:18][C:19]2[N:24]=[C:23]([N:25]3[CH:29]=[C:28]([CH2:30][N:38]4[CH2:39][CH:36]([O:35][CH3:34])[CH2:37]4)[C:27]([CH3:32])=[N:26]3)[CH:22]=[CH:21][N:20]=2)=[CH:5][C:6]([NH:15][C:3](=[O:2])[CH:4]=[CH2:5])=[C:7]([N:9]2[CH2:14][CH2:13][O:12][CH2:11][CH2:10]2)[CH:8]=1, predict the reactants needed to synthesize it. The reactants are: [CH3:1][O:2][C:3]1[CH:8]=[C:7]([N:9]2[CH2:14][CH2:13][O:12][CH2:11][CH2:10]2)[C:6]([N+:15]([O-])=O)=[CH:5][C:4]=1[NH:18][C:19]1[N:24]=[C:23]([N:25]2[CH:29]=[C:28]([CH:30]=O)[C:27]([CH3:32])=[N:26]2)[CH:22]=[CH:21][N:20]=1.Cl.[CH3:34][O:35][CH:36]1[CH2:39][NH:38][CH2:37]1. (4) Given the product [CH3:1][O:2][C:3]1[CH:10]=[C:9]([O:11][CH3:12])[CH:8]=[CH:7][C:4]=1[CH2:5][NH:18][C:16]1[S:15][CH:14]=[CH:13][N:17]=1, predict the reactants needed to synthesize it. The reactants are: [CH3:1][O:2][C:3]1[CH:10]=[C:9]([O:11][CH3:12])[CH:8]=[CH:7][C:4]=1[CH:5]=O.[CH:13]1[N:17]=[C:16]([NH2:18])[S:15][CH:14]=1.[BH4-].[Na+].CO.